Task: Predict the reactants needed to synthesize the given product.. Dataset: Full USPTO retrosynthesis dataset with 1.9M reactions from patents (1976-2016) (1) Given the product [Cl:14][C:7](=[O:8])[CH2:6][CH2:5][CH2:4][C:3]([O:2][CH3:1])=[O:10], predict the reactants needed to synthesize it. The reactants are: [CH3:1][O:2][C:3](=[O:10])[CH2:4][CH2:5][CH2:6][C:7](O)=[O:8].C(Cl)(=O)C([Cl:14])=O. (2) Given the product [CH2:15]([NH:22][C:12]([C@H:7]1[CH2:6][CH2:5][C:4]2[C:9](=[CH:10][CH:11]=[C:2]([I:1])[CH:3]=2)[O:8]1)=[O:14])[C:16]1[CH:21]=[CH:20][CH:19]=[CH:18][CH:17]=1, predict the reactants needed to synthesize it. The reactants are: [I:1][C:2]1[CH:3]=[C:4]2[C:9](=[CH:10][CH:11]=1)[O:8][C@@H:7]([C:12]([OH:14])=O)[CH2:6][CH2:5]2.[CH2:15]([NH2:22])[C:16]1[CH:21]=[CH:20][CH:19]=[CH:18][CH:17]=1.ON1C2C=CC=CC=2N=N1.Cl.CN(C)CCCN=C=NCC. (3) Given the product [CH3:44][O:43][C:41]([C:7]1[N:8]([CH3:11])[N:9]=[C:10]2[C:6]=1[CH:5]=[CH:4][CH:3]=[C:2]2[Br:1])=[O:42], predict the reactants needed to synthesize it. The reactants are: [Br:1][C:2]1[C:10]2[C:6](=[CH:7][N:8]([CH3:11])[N:9]=2)[CH:5]=[CH:4][CH:3]=1.C([N-]C(C)C)(C)C.[Li+].C1COCC1.CCCCCCC.C(C1C=CC=CC=1)C.Cl[C:41]([O:43][CH3:44])=[O:42].